Dataset: Reaction yield outcomes from USPTO patents with 853,638 reactions. Task: Predict the reaction yield, written as a fraction of the theoretical maximum amount of product (1.0 means a 100% yield; for example, 0.34 means a 34% yield). (1) The reactants are [Cl:1][C:2]1[CH:3]=[CH:4][C:5]([OH:29])=[C:6]([CH:28]=1)[C:7]([NH:9][C:10]1[C:11]([C:24]([O:26]C)=[O:25])=[C:12]([C:15]2[CH:20]=[CH:19][C:18]([CH3:21])=[C:17]([F:22])[C:16]=2[F:23])[S:13][CH:14]=1)=[O:8].[OH-].[Li+]. The catalyst is O1CCCC1.CO.O. The product is [Cl:1][C:2]1[CH:3]=[CH:4][C:5]([OH:29])=[C:6]([CH:28]=1)[C:7]([NH:9][C:10]1[C:11]([C:24]([OH:26])=[O:25])=[C:12]([C:15]2[CH:20]=[CH:19][C:18]([CH3:21])=[C:17]([F:22])[C:16]=2[F:23])[S:13][CH:14]=1)=[O:8]. The yield is 0.770. (2) The catalyst is COCCOC.C1C=CC(P([C]2[CH][CH][CH][CH]2)C2C=CC=CC=2)=CC=1.C1C=CC(P([C]2[CH][CH][CH][CH]2)C2C=CC=CC=2)=CC=1.Cl[Pd]Cl.[Fe].O. The yield is 0.860. The product is [CH3:12][C:11]([C:9]1[NH:8][C:4]2=[N:5][CH:6]=[CH:7][C:2]([C:29]3[CH:30]=[CH:31][C:32]([S:35]([NH:38][CH:39]4[CH2:44][CH2:43][N:42]([C:45]([O:47][C:48]([CH3:51])([CH3:50])[CH3:49])=[O:46])[CH2:41][CH2:40]4)(=[O:37])=[O:36])=[CH:33][CH:34]=3)=[C:3]2[CH:10]=1)([CH3:14])[CH3:13]. The reactants are Br[C:2]1[CH:7]=[CH:6][N:5]=[C:4]2[NH:8][C:9]([C:11]([CH3:14])([CH3:13])[CH3:12])=[CH:10][C:3]=12.C(=O)([O-])[O-].[Na+].[Na+].CC1(C)C(C)(C)OB([C:29]2[CH:34]=[CH:33][C:32]([S:35]([NH:38][CH:39]3[CH2:44][CH2:43][N:42]([C:45]([O:47][C:48]([CH3:51])([CH3:50])[CH3:49])=[O:46])[CH2:41][CH2:40]3)(=[O:37])=[O:36])=[CH:31][CH:30]=2)O1.ClCCl. (3) The reactants are [CH3:1][N:2]([CH3:18])[C:3]1[CH:8]=[CH:7][C:6]([N:9]=[N:10][C:11]2[CH:16]=[CH:15][CH:14]=[CH:13][C:12]=2[NH2:17])=[CH:5][CH:4]=1. The catalyst is C(Cl)Cl. The product is [N:10]1[N:9]([C:6]2[CH:5]=[CH:4][C:3]([N:2]([CH3:18])[CH3:1])=[CH:8][CH:7]=2)[N:17]=[C:12]2[CH:13]=[CH:14][CH:15]=[CH:16][C:11]=12. The yield is 0.370. (4) The product is [Br:1][C:2]1[CH:3]=[C:4]([CH:7]=[CH:8][C:9]=1[O:10][CH2:16][O:15][CH2:13][CH3:14])[C:5]#[N:6]. The reactants are [Br:1][C:2]1[CH:3]=[C:4]([CH:7]=[CH:8][C:9]=1[OH:10])[C:5]#[N:6].[H-].[Na+].[CH2:13]([O:15][CH2:16]Cl)[CH3:14]. The yield is 0.950. The catalyst is C1COCC1. (5) The reactants are [NH2:1][C:2]1[C:3]2[C:10](I)=[CH:9][N:8]([C@@H:12]3[CH2:17][CH2:16][CH2:15][N:14]([C:18]([O:20][C:21]([CH3:24])([CH3:23])[CH3:22])=[O:19])[CH2:13]3)[C:4]=2[N:5]=[CH:6][N:7]=1.[O:25]([C:32]1[CH:37]=[CH:36][C:35](B(O)O)=[CH:34][CH:33]=1)[C:26]1[CH:31]=[CH:30][CH:29]=[CH:28][CH:27]=1.C([O-])([O-])=O.[Na+].[Na+]. The catalyst is O1CCOCC1.O.C1C=CC([P]([Pd]([P](C2C=CC=CC=2)(C2C=CC=CC=2)C2C=CC=CC=2)([P](C2C=CC=CC=2)(C2C=CC=CC=2)C2C=CC=CC=2)[P](C2C=CC=CC=2)(C2C=CC=CC=2)C2C=CC=CC=2)(C2C=CC=CC=2)C2C=CC=CC=2)=CC=1. The product is [NH2:1][C:2]1[C:3]2[C:10]([C:35]3[CH:36]=[CH:37][C:32]([O:25][C:26]4[CH:31]=[CH:30][CH:29]=[CH:28][CH:27]=4)=[CH:33][CH:34]=3)=[CH:9][N:8]([C@@H:12]3[CH2:17][CH2:16][CH2:15][N:14]([C:18]([O:20][C:21]([CH3:24])([CH3:23])[CH3:22])=[O:19])[CH2:13]3)[C:4]=2[N:5]=[CH:6][N:7]=1. The yield is 0.550. (6) The reactants are CC1C2C(=CC=CC=2[N+]([O-])=O)NC=1.[CH3:14][C:15]1[C:23]2[C:18](=[CH:19][C:20]([N+:24]([O-])=O)=[CH:21][CH:22]=2)[NH:17][CH:16]=1. The catalyst is C(O)C.[Pd]. The product is [CH3:14][C:15]1[C:23]2[C:18](=[CH:19][C:20]([NH2:24])=[CH:21][CH:22]=2)[NH:17][CH:16]=1. The yield is 0.240.